From a dataset of Reaction yield outcomes from USPTO patents with 853,638 reactions. Predict the reaction yield, written as a fraction of the theoretical maximum amount of product (1.0 means a 100% yield; for example, 0.34 means a 34% yield). The reactants are [Cl:1][C:2]1[CH:7]=[C:6](I)[CH:5]=[C:4]([C:9]([F:12])([F:11])[F:10])[N:3]=1.[NH2:13][C:14]1[CH:19]=[CH:18][C:17]([CH2:20][C:21]([O:23][CH2:24][CH3:25])=[O:22])=[CH:16][CH:15]=1. No catalyst specified. The product is [Cl:1][C:2]1[CH:7]=[C:6]([NH:13][C:14]2[CH:15]=[CH:16][C:17]([CH2:20][C:21]([O:23][CH2:24][CH3:25])=[O:22])=[CH:18][CH:19]=2)[CH:5]=[C:4]([C:9]([F:12])([F:11])[F:10])[N:3]=1. The yield is 0.330.